Predict which catalyst facilitates the given reaction. From a dataset of Catalyst prediction with 721,799 reactions and 888 catalyst types from USPTO. (1) Reactant: C[O:2][C:3](=[O:32])[CH2:4][C:5]1[CH:10]=[CH:9][C:8]([O:11][CH2:12][CH2:13][CH2:14][O:15][C:16]2[CH:21]=[CH:20][C:19]([Cl:22])=[CH:18][C:17]=2[N:23]2[N:27]=[C:26]3[CH:28]=[CH:29][CH:30]=[CH:31][C:25]3=[N:24]2)=[CH:7][CH:6]=1.[CH3:33][Si]([N-][Si](C)(C)C)(C)C.[K+].CI. Product: [N:27]1[N:23]([C:17]2[CH:18]=[C:19]([Cl:22])[CH:20]=[CH:21][C:16]=2[O:15][CH2:14][CH2:13][CH2:12][O:11][C:8]2[CH:7]=[CH:6][C:5]([CH:4]([CH3:33])[C:3]([OH:2])=[O:32])=[CH:10][CH:9]=2)[N:24]=[C:25]2[CH:31]=[CH:30][CH:29]=[CH:28][C:26]=12. The catalyst class is: 1. (2) Reactant: [NH2:1][CH:2]1[CH2:9][CH2:8][CH2:7][CH2:6][NH:5][C:3]1=[O:4].[Cl:10][C:11]1[N:16]=[C:15](Cl)[C:14]([Cl:18])=[CH:13][N:12]=1.C([O-])(O)=O.[Na+]. Product: [Cl:10][C:11]1[N:16]=[C:15]([NH:1][CH:2]2[CH2:9][CH2:8][CH2:7][CH2:6][NH:5][C:3]2=[O:4])[C:14]([Cl:18])=[CH:13][N:12]=1. The catalyst class is: 24. (3) Reactant: [Cl-].[CH3:2][O:3][CH2:4][P+](C1C=CC=CC=1)(C1C=CC=CC=1)C1C=CC=CC=1.CC(C)([O-])C.[K+].[CH3:30][O:31][C:32]1[CH:37]=[CH:36][C:35]([S:38]([C:41]2[CH:48]=[CH:47][C:44]([CH:45]=O)=[CH:43][CH:42]=2)(=[O:40])=[O:39])=[CH:34][CH:33]=1.O. Product: [CH3:30][O:31][C:32]1[CH:37]=[CH:36][C:35]([S:38]([C:41]2[CH:48]=[CH:47][C:44]([CH:45]=[CH:2][O:3][CH3:4])=[CH:43][CH:42]=2)(=[O:40])=[O:39])=[CH:34][CH:33]=1. The catalyst class is: 7. (4) Reactant: [Cl:1][C:2]1[CH:7]=[C:6](F)[CH:5]=[CH:4][C:3]=1[S:9]([C@H:12]1[CH2:16][N:15]([C:17]2[N:21]([CH:22]3[CH2:27][CH2:26][O:25][CH2:24][CH2:23]3)[N:20]=[C:19]([CH3:28])[CH:18]=2)[C@H:14]([C:29]([NH:31][C:32]2([C:35]#[N:36])[CH2:34][CH2:33]2)=[O:30])[CH2:13]1)(=[O:11])=[O:10].Cl.[F:38][C:39]1([F:43])[CH2:42][NH:41][CH2:40]1. Product: [Cl:1][C:2]1[CH:7]=[C:6]([N:41]2[CH2:42][C:39]([F:43])([F:38])[CH2:40]2)[CH:5]=[CH:4][C:3]=1[S:9]([C@H:12]1[CH2:16][N:15]([C:17]2[N:21]([CH:22]3[CH2:23][CH2:24][O:25][CH2:26][CH2:27]3)[N:20]=[C:19]([CH3:28])[CH:18]=2)[C@H:14]([C:29]([NH:31][C:32]2([C:35]#[N:36])[CH2:34][CH2:33]2)=[O:30])[CH2:13]1)(=[O:10])=[O:11]. The catalyst class is: 10. (5) Reactant: [Br:1][C:2]1[CH:7]=[C:6]([CH3:8])[C:5]([CH2:9][C:10](N(OC)C)=[O:11])=[C:4]([CH3:16])[CH:3]=1.[CH3:17][Mg]Br. Product: [Br:1][C:2]1[CH:7]=[C:6]([CH3:8])[C:5]([CH2:9][C:10](=[O:11])[CH3:17])=[C:4]([CH3:16])[CH:3]=1. The catalyst class is: 7. (6) Reactant: [OH:1][C:2]1[CH:11]=[CH:10][CH:9]=[C:8]2[C:3]=1[CH2:4][CH2:5][C@H:6]([CH3:15])[N:7]2[C:12](=[O:14])[CH3:13].[Br:16]N1C(=O)CCC1=O. Product: [Br:16][C:11]1[C:2]([OH:1])=[C:3]2[C:8](=[CH:9][CH:10]=1)[N:7]([C:12](=[O:14])[CH3:13])[C@@H:6]([CH3:15])[CH2:5][CH2:4]2. The catalyst class is: 10.